Dataset: NCI-60 drug combinations with 297,098 pairs across 59 cell lines. Task: Regression. Given two drug SMILES strings and cell line genomic features, predict the synergy score measuring deviation from expected non-interaction effect. (1) Drug 1: CCC1=C2CN3C(=CC4=C(C3=O)COC(=O)C4(CC)O)C2=NC5=C1C=C(C=C5)O. Drug 2: CN(C(=O)NC(C=O)C(C(C(CO)O)O)O)N=O. Cell line: SF-295. Synergy scores: CSS=11.3, Synergy_ZIP=-3.49, Synergy_Bliss=-1.83, Synergy_Loewe=-20.3, Synergy_HSA=-2.21. (2) Drug 1: CC1=C(C=C(C=C1)C(=O)NC2=CC(=CC(=C2)C(F)(F)F)N3C=C(N=C3)C)NC4=NC=CC(=N4)C5=CN=CC=C5. Drug 2: COC1=C2C(=CC3=C1OC=C3)C=CC(=O)O2. Cell line: NCI-H322M. Synergy scores: CSS=7.78, Synergy_ZIP=-1.38, Synergy_Bliss=1.31, Synergy_Loewe=-0.855, Synergy_HSA=2.38. (3) Drug 1: CC1C(C(CC(O1)OC2CC(CC3=C2C(=C4C(=C3O)C(=O)C5=C(C4=O)C(=CC=C5)OC)O)(C(=O)CO)O)N)O.Cl. Drug 2: CCC1(C2=C(COC1=O)C(=O)N3CC4=CC5=C(C=CC(=C5CN(C)C)O)N=C4C3=C2)O.Cl. Cell line: K-562. Synergy scores: CSS=27.9, Synergy_ZIP=0.802, Synergy_Bliss=0.983, Synergy_Loewe=-19.0, Synergy_HSA=1.17. (4) Drug 1: C1CNP(=O)(OC1)N(CCCl)CCCl. Drug 2: C1C(C(OC1N2C=NC3=C2NC=NCC3O)CO)O. Cell line: MDA-MB-231. Synergy scores: CSS=28.2, Synergy_ZIP=-3.25, Synergy_Bliss=2.06, Synergy_Loewe=5.14, Synergy_HSA=4.02.